Dataset: Reaction yield outcomes from USPTO patents with 853,638 reactions. Task: Predict the reaction yield, written as a fraction of the theoretical maximum amount of product (1.0 means a 100% yield; for example, 0.34 means a 34% yield). (1) The reactants are Br[CH2:2][CH2:3][CH2:4][CH2:5][N:6]1[CH2:11][C:10]2[CH:12]=[CH:13][CH:14]=[CH:15][C:9]=2[N:8]([C:16]2[CH:21]=[CH:20][CH:19]=[CH:18][C:17]=2[F:22])[S:7]1(=[O:24])=[O:23].[CH:25]1([NH2:28])[CH2:27][CH2:26]1.Cl. No catalyst specified. The product is [F:22][C:17]1[CH:18]=[CH:19][CH:20]=[CH:21][C:16]=1[N:8]1[C:9]2[CH:15]=[CH:14][CH:13]=[CH:12][C:10]=2[CH2:11][N:6]([CH2:5][CH2:4][CH2:3][CH2:2][NH:28][CH:25]2[CH2:27][CH2:26]2)[S:7]1(=[O:24])=[O:23]. The yield is 0.920. (2) The reactants are O.Cl.[Cl:3][C:4]1[CH:9]=[C:8]([N+:10]([O-])=O)[CH:7]=[CH:6][C:5]=1[C:13]([C:15]1[CH:20]=[CH:19][C:18]([Cl:21])=[CH:17][CH:16]=1)=[O:14].O.C(=O)(O)[O-].[Na+]. The catalyst is C(O)C.[Fe]. The product is [NH2:10][C:8]1[CH:7]=[CH:6][C:5]([C:13]([C:15]2[CH:20]=[CH:19][C:18]([Cl:21])=[CH:17][CH:16]=2)=[O:14])=[C:4]([Cl:3])[CH:9]=1. The yield is 0.950. (3) The reactants are [CH2:1]([O:3][C:4]1[CH:9]=[CH:8][C:7]([C:10](=O)[CH3:11])=[C:6]([OH:13])[CH:5]=1)[CH3:2]. The catalyst is CO.[Pd]. The product is [CH2:1]([O:3][C:4]1[CH:9]=[CH:8][C:7]([CH2:10][CH3:11])=[C:6]([OH:13])[CH:5]=1)[CH3:2]. The yield is 0.970. (4) The reactants are Br[C:2]1[CH:7]=[CH:6][C:5]([C:8]2([C:11]3[N:15]4[CH2:16][CH2:17][S:18][C:19]([CH2:22][O:23][Si:24]([C:27]([CH3:30])([CH3:29])[CH3:28])([CH3:26])[CH3:25])([CH3:21])[CH2:20][C:14]4=[N:13][N:12]=3)[CH2:10][CH2:9]2)=[CH:4][CH:3]=1.[CH3:31][N:32]1[C:36](B2OC(C)(C)C(C)(C)O2)=[CH:35][CH:34]=[N:33]1.C(=O)([O-])[O-].[K+].[K+].C(=O)([O-])O.[Na+]. The catalyst is C(COC)OC.O.C1C=CC([P]([Pd]([P](C2C=CC=CC=2)(C2C=CC=CC=2)C2C=CC=CC=2)([P](C2C=CC=CC=2)(C2C=CC=CC=2)C2C=CC=CC=2)[P](C2C=CC=CC=2)(C2C=CC=CC=2)C2C=CC=CC=2)(C2C=CC=CC=2)C2C=CC=CC=2)=CC=1. The product is [Si:24]([O:23][CH2:22][C:19]1([CH3:21])[S:18][CH2:17][CH2:16][N:15]2[C:11]([C:8]3([C:5]4[CH:6]=[CH:7][C:2]([C:36]5[N:32]([CH3:31])[N:33]=[CH:34][CH:35]=5)=[CH:3][CH:4]=4)[CH2:10][CH2:9]3)=[N:12][N:13]=[C:14]2[CH2:20]1)([C:27]([CH3:30])([CH3:29])[CH3:28])([CH3:26])[CH3:25]. The yield is 0.310. (5) The reactants are [C:1]([N:8]1[CH2:16][C@H:14]([OH:15])[CH2:13][C@H:9]1[C:10]([OH:12])=O)([O:3][C:4]([CH3:7])([CH3:6])[CH3:5])=[O:2].CN(C(ON1N=N[C:27]2[CH:28]=[CH:29][CH:30]=[N:31][C:26]1=2)=[N+](C)C)C.F[P-](F)(F)(F)(F)F.C(N(C(C)C)CC)(C)C.S(C1C=CC(C)=CC=1)([O-])(=O)=O.C([NH2+]C1CC1)=C.[CH3:67][CH2:68][O:69][C:70](C)=[O:71]. No catalyst specified. The product is [CH2:68]([O:69][C:70]([C@@:30]1([NH:31][C:10]([C@@H:9]2[CH2:13][C@@H:14]([OH:15])[CH2:16][N:8]2[C:1]([O:3][C:4]([CH3:5])([CH3:6])[CH3:7])=[O:2])=[O:12])[CH2:29][C@H:28]1[CH:27]=[CH2:26])=[O:71])[CH3:67]. The yield is 0.850. (6) The reactants are I[C:2]1[CH:3]=[N:4][CH:5]=[C:6]([C:9]=1[NH:10][C:11]1[C:12]([CH3:20])=[C:13]2[C:17](=[CH:18][CH:19]=1)[NH:16][CH:15]=[CH:14]2)[C:7]#[N:8].[CH3:21][O:22][CH2:23][CH2:24][O:25][C:26]1[CH:27]=[C:28](B2OC(C)(C)C(C)(C)O2)[CH:29]=[CH:30][CH:31]=1. The catalyst is COCCOC.C([O-])(O)=O.[Na+].C1C=CC([P]([Pd]([P](C2C=CC=CC=2)(C2C=CC=CC=2)C2C=CC=CC=2)([P](C2C=CC=CC=2)(C2C=CC=CC=2)C2C=CC=CC=2)[P](C2C=CC=CC=2)(C2C=CC=CC=2)C2C=CC=CC=2)(C2C=CC=CC=2)C2C=CC=CC=2)=CC=1. The product is [CH3:21][O:22][CH2:23][CH2:24][O:25][C:26]1[CH:31]=[C:30]([C:2]2[CH:3]=[N:4][CH:5]=[C:6]([C:9]=2[NH:10][C:11]2[C:12]([CH3:20])=[C:13]3[C:17](=[CH:18][CH:19]=2)[NH:16][CH:15]=[CH:14]3)[C:7]#[N:8])[CH:29]=[CH:28][CH:27]=1. The yield is 0.660. (7) The reactants are [Br:1][C:2]1[CH:11]=[C:10]2[C:5]([C:6](=O)[CH2:7][CH2:8][N:9]2[C:12]([O:14][C:15]([CH3:18])([CH3:17])[CH3:16])=[O:13])=[CH:4][CH:3]=1.[NH:20]1[CH2:25][CH2:24][O:23][CH2:22][CH2:21]1. The catalyst is C1(C)C=CC=CC=1.[Ti](Cl)(Cl)(Cl)Cl. The product is [Br:1][C:2]1[CH:11]=[C:10]2[C:5]([C:6]([N:20]3[CH2:25][CH2:24][O:23][CH2:22][CH2:21]3)=[CH:7][CH2:8][N:9]2[C:12]([O:14][C:15]([CH3:18])([CH3:17])[CH3:16])=[O:13])=[CH:4][CH:3]=1. The yield is 0.990. (8) The reactants are [Br:1][C:2]1[N:3]=[C:4]2[C:8](=[N:9][CH:10]=1)[NH:7][CH:6]=[CH:5]2.[Cl-].C([Al+]CC)C.[C:17](Cl)(=[O:22])[C:18]([CH3:21])([CH3:20])[CH3:19].C([O-])(O)=O.[Na+]. The catalyst is ClCCl. The product is [Br:1][C:2]1[N:3]=[C:4]2[C:5]([C:17](=[O:22])[C:18]([CH3:21])([CH3:20])[CH3:19])=[CH:6][NH:7][C:8]2=[N:9][CH:10]=1. The yield is 0.890. (9) The reactants are Br[C:2]1[CH:3]=[N:4][N:5]([CH3:17])[C:6]=1[C:7]1[CH:8]=[C:9]([C:13]([O:15][CH3:16])=[O:14])[S:10][C:11]=1[CH3:12].C(=O)([O-])[O-].[K+].[K+].[CH:24](/B(O)O)=[CH:25]/[CH3:26]. The catalyst is O1CCOCC1.O.CC(C)([P](C(C)(C)C)([Pd][P](C(C)(C)C)(C(C)(C)C)C(C)(C)C)C(C)(C)C)C. The product is [CH3:12][C:11]1[S:10][C:9]([C:13]([O:15][CH3:16])=[O:14])=[CH:8][C:7]=1[C:6]1[N:5]([CH3:17])[N:4]=[CH:3][C:2]=1/[CH:24]=[CH:25]\[CH3:26]. The yield is 0.870. (10) The reactants are [C:1]1([S:7]([N:10]2[C:14]3=[N:15][CH:16]=[C:17]([Cl:19])[CH:18]=[C:13]3[C:12](I)=[CH:11]2)(=[O:9])=[O:8])[CH:6]=[CH:5][CH:4]=[CH:3][CH:2]=1.C([Mg]Cl)(C)C.[CH3:26][S:27][C:28]1[N:33]=[CH:32][C:31]([CH:34]=[O:35])=[CH:30][N:29]=1.[Cl-].[NH4+]. The catalyst is O1CCCC1. The product is [C:1]1([S:7]([N:10]2[C:14]3=[N:15][CH:16]=[C:17]([Cl:19])[CH:18]=[C:13]3[C:12]([CH:34]([C:31]3[CH:30]=[N:29][C:28]([S:27][CH3:26])=[N:33][CH:32]=3)[OH:35])=[CH:11]2)(=[O:9])=[O:8])[CH:6]=[CH:5][CH:4]=[CH:3][CH:2]=1. The yield is 0.796.